From a dataset of Reaction yield outcomes from USPTO patents with 853,638 reactions. Predict the reaction yield, written as a fraction of the theoretical maximum amount of product (1.0 means a 100% yield; for example, 0.34 means a 34% yield). (1) The yield is 0.437. The catalyst is O1CCOCC1.O.CCOC(C)=O.C1C=CC([P]([Pd]([P](C2C=CC=CC=2)(C2C=CC=CC=2)C2C=CC=CC=2)([P](C2C=CC=CC=2)(C2C=CC=CC=2)C2C=CC=CC=2)[P](C2C=CC=CC=2)(C2C=CC=CC=2)C2C=CC=CC=2)(C2C=CC=CC=2)C2C=CC=CC=2)=CC=1. The reactants are Cl[C:2]1[N:11]=[CH:10][C:9]2[N:8]([CH2:12][C:13]([N:15]([CH3:23])[CH2:16][CH:17]3[CH2:22][CH2:21][O:20][CH2:19][CH2:18]3)=[O:14])[CH2:7][C@@H:6]3[CH2:24][O:25][CH2:26][CH2:27][N:5]3[C:4]=2[N:3]=1.[NH:28]1[C:36]2[CH:35]=[CH:34][CH:33]=[C:32](B(O)O)[C:31]=2[CH:30]=[CH:29]1.C(=O)([O-])[O-].[Na+].[Na+]. The product is [NH:28]1[C:36]2[C:31](=[C:32]([C:2]3[N:11]=[CH:10][C:9]4[N:8]([CH2:12][C:13]([N:15]([CH3:23])[CH2:16][CH:17]5[CH2:22][CH2:21][O:20][CH2:19][CH2:18]5)=[O:14])[CH2:7][C@@H:6]5[CH2:24][O:25][CH2:26][CH2:27][N:5]5[C:4]=4[N:3]=3)[CH:33]=[CH:34][CH:35]=2)[CH:30]=[CH:29]1. (2) The reactants are [Br:1]Br.[Br:3][C:4]1[CH:17]=[CH:16][CH:15]=[C:14]2[C:5]=1[C:6](=[O:23])[C:7]1[C:12]([C:13]2=[O:18])=[C:11]2[CH:19]=[CH:20][CH:21]=[CH:22][C:10]2=[CH:9][CH:8]=1.Br. The catalyst is [N+](C1C=CC=CC=1)([O-])=O.C(O)C. The product is [Br:1][C:22]1[C:10]2=[CH:9][CH:8]=[C:7]3[C:12]([C:13](=[O:18])[C:14]4[C:5](=[C:4]([Br:3])[CH:17]=[CH:16][CH:15]=4)[C:6]3=[O:23])=[C:11]2[CH:19]=[CH:20][CH:21]=1. The yield is 0.908. (3) The reactants are [CH2:1]([O:3][C:4](=[O:19])[CH2:5][C:6]1[C:11](=[O:12])[N:10]2[N:13]=[C:14]([CH:16]3[CH2:18][CH2:17]3)[CH:15]=[C:9]2[NH:8][CH:7]=1)[CH3:2].[H-].[Na+].[CH3:22]I. The catalyst is O1CCCC1.C(OCC)(=O)C.O. The product is [CH2:1]([O:3][C:4](=[O:19])[CH2:5][C:6]1[C:11](=[O:12])[N:10]2[N:13]=[C:14]([CH:16]3[CH2:17][CH2:18]3)[CH:15]=[C:9]2[N:8]([CH3:22])[CH:7]=1)[CH3:2]. The yield is 0.590. (4) The reactants are F[C:2]1[CH:3]=[C:4]([CH3:11])[CH:5]=[CH:6][C:7]=1[N+:8]([O-:10])=[O:9].[CH3:12][C:13]1[CH:19]=[CH:18][C:16]([NH2:17])=[C:15]([O:20][CH2:21][CH2:22][CH:23]([CH3:25])[CH3:24])[CH:14]=1.[NH2:26][C:27]1[S:28][CH:29]=[CH:30][N:31]=1.CC(C)C[CH2:35][OH:36]. No catalyst specified. The product is [CH3:12][CH:13]([CH3:19])[CH2:14][CH2:15][O:20][C:2]1[CH:3]=[C:4]([CH3:11])[CH:5]=[CH:6][C:7]=1[N+:8]([O-:10])=[O:9].[CH3:12][C:13]1[CH:19]=[CH:18][C:16]([NH:17][C:35]([NH:26][C:27]2[S:28][CH:29]=[CH:30][N:31]=2)=[O:36])=[C:15]([O:20][CH2:21][CH2:22][CH:23]([CH3:25])[CH3:24])[CH:14]=1. The yield is 0.800.